From a dataset of Full USPTO retrosynthesis dataset with 1.9M reactions from patents (1976-2016). Predict the reactants needed to synthesize the given product. (1) Given the product [F:1][C:2]1[CH:3]=[C:4]([N:9]2[C:14](=[O:15])[C:13]([O:16][CH2:43][CH2:42][CH:37]3[CH2:41][CH2:40][CH:39]=[CH:38]3)=[C:12]([C:27]3[CH:32]=[CH:31][C:30]([S:33]([CH3:36])(=[O:34])=[O:35])=[CH:29][CH:28]=3)[CH:11]=[N:10]2)[CH:5]=[CH:6][C:7]=1[F:8], predict the reactants needed to synthesize it. The reactants are: [F:1][C:2]1[CH:3]=[C:4]([N:9]2[C:14](=[O:15])[C:13]([O:16]S(C3C=CC(C)=CC=3)(=O)=O)=[C:12]([C:27]3[CH:32]=[CH:31][C:30]([S:33]([CH3:36])(=[O:35])=[O:34])=[CH:29][CH:28]=3)[CH:11]=[N:10]2)[CH:5]=[CH:6][C:7]=1[F:8].[CH:37]1([CH2:42][CH2:43]O)[CH2:41][CH2:40][CH:39]=[CH:38]1. (2) Given the product [F:1][C:2]1[C:3]([C:9]#[N:10])=[N:4][CH:5]=[CH:6][C:7]=1[C:13]1[CH:14]=[N:15][CH:16]=[CH:17][C:12]=1[CH3:11], predict the reactants needed to synthesize it. The reactants are: [F:1][C:2]1[C:3]([C:9]#[N:10])=[N:4][CH:5]=[CH:6][C:7]=1I.[CH3:11][C:12]1[CH:17]=[CH:16][N:15]=[CH:14][C:13]=1B(O)O.C(=O)([O-])[O-].[Cs+].[Cs+]. (3) Given the product [CH2:18]([O:20][C:21]([C:23]1[C:27]([CH2:28][CH2:29][CH2:30][N:31]2[CH2:36][CH2:35][N:34]([CH3:37])[CH2:33][CH2:32]2)=[C:26]([CH:38]=[C:10]2[C:9]3[C:13](=[CH:14][CH:15]=[CH:16][C:8]=3[C:5]3[CH:4]=[CH:3][C:2]([Cl:1])=[CH:7][CH:6]=3)[NH:12][C:11]2=[O:17])[NH:25][C:24]=1[CH3:40])=[O:22])[CH3:19], predict the reactants needed to synthesize it. The reactants are: [Cl:1][C:2]1[CH:7]=[CH:6][C:5]([C:8]2[CH:16]=[CH:15][CH:14]=[C:13]3[C:9]=2[CH2:10][C:11](=[O:17])[NH:12]3)=[CH:4][CH:3]=1.[CH2:18]([O:20][C:21]([C:23]1[C:27]([CH2:28][CH2:29][CH2:30][N:31]2[CH2:36][CH2:35][N:34]([CH3:37])[CH2:33][CH2:32]2)=[C:26]([CH:38]=O)[NH:25][C:24]=1[CH3:40])=[O:22])[CH3:19]. (4) Given the product [CH3:14][O:15][C:16]1[CH:26]=[CH:25][C:19]([CH:20]2[C:3]3=[CH:2][NH:1][C:9]4[CH:8]=[CH:7][CH:6]=[C:5]([C:4]=43)[C:10](=[O:12])[NH:22][CH2:21]2)=[CH:18][CH:17]=1, predict the reactants needed to synthesize it. The reactants are: [NH:1]1[C:9]2[CH:8]=[CH:7][CH:6]=[C:5]([C:10]([O:12]C)=O)[C:4]=2[CH:3]=[CH:2]1.[CH3:14][O:15][C:16]1[CH:26]=[CH:25][C:19]([CH:20]=[CH:21][N+:22]([O-])=O)=[CH:18][CH:17]=1. (5) Given the product [F:1][C:2]1[CH:10]=[C:9]([N+:11]([O-:13])=[O:12])[CH:8]=[CH:7][C:3]=1[C:4]([NH2:18])=[O:5], predict the reactants needed to synthesize it. The reactants are: [F:1][C:2]1[CH:10]=[C:9]([N+:11]([O-:13])=[O:12])[CH:8]=[CH:7][C:3]=1[C:4](O)=[O:5].[Cl-].[NH4+].C([N:18]=C=NCCCN(C)C)C.ON1C2C=CC=CC=2N=N1.C(N(CC)C(C)C)(C)C.C(=O)([O-])O.[Na+]. (6) Given the product [N:45]([C@@H:10]1[C@H:9]([O:8][CH2:1][C:2]2[CH:7]=[CH:6][CH:5]=[CH:4][CH:3]=2)[C:13]([CH2:20][O:21][S:22]([CH3:25])(=[O:24])=[O:23])([CH2:14][O:15][S:16]([CH3:19])(=[O:18])=[O:17])[O:12][C@H:11]1[N:26]1[CH:34]=[N:33][C:32]2[C:27]1=[N:28][CH:29]=[N:30][C:31]=2[NH:35][C:36](=[O:43])[C:37]1[CH:42]=[CH:41][CH:40]=[CH:39][CH:38]=1)=[N+:46]=[N-:47], predict the reactants needed to synthesize it. The reactants are: [CH2:1]([O:8][C@@H:9]1[C:13]([CH2:20][O:21][S:22]([CH3:25])(=[O:24])=[O:23])([CH2:14][O:15][S:16]([CH3:19])(=[O:18])=[O:17])[O:12][C@@H:11]([N:26]2[CH:34]=[N:33][C:32]3[C:27]2=[N:28][CH:29]=[N:30][C:31]=3[NH:35][C:36](=[O:43])[C:37]2[CH:42]=[CH:41][CH:40]=[CH:39][CH:38]=2)[C@H:10]1I)[C:2]1[CH:7]=[CH:6][CH:5]=[CH:4][CH:3]=1.[N-:45]=[N+:46]=[N-:47].[Na+].[N-]=[N+]=[N-]. (7) Given the product [OH:1][C:2]1[C:11]2[C:6](=[CH:7][CH:8]=[CH:9][CH:10]=2)[N:5]([NH:12][CH2:13][CH2:14][CH3:15])[C:4](=[O:16])[C:3]=1[C:17]1[NH:22][C:21]2[CH:23]=[CH:24][C:25]([O:27][CH2:37][C:38]([NH2:40])=[O:39])=[CH:26][C:20]=2[S:19](=[O:28])(=[O:29])[N:18]=1, predict the reactants needed to synthesize it. The reactants are: [OH:1][C:2]1[C:11]2[C:6](=[CH:7][CH:8]=[CH:9][CH:10]=2)[N:5]([NH:12][CH2:13][CH2:14][CH3:15])[C:4](=[O:16])[C:3]=1[C:17]1[NH:22][C:21]2[CH:23]=[CH:24][C:25]([OH:27])=[CH:26][C:20]=2[S:19](=[O:29])(=[O:28])[N:18]=1.C(=O)([O-])[O-].[Cs+].[Cs+].Br[CH2:37][C:38]([NH2:40])=[O:39]. (8) Given the product [Br:1][C:2]1[CH:7]=[CH:6][C:5]2[NH:8][C:11]([CH2:12][CH3:13])=[N:9][C:4]=2[C:3]=1[Cl:10], predict the reactants needed to synthesize it. The reactants are: [Br:1][C:2]1[C:3]([Cl:10])=[C:4]([NH2:9])[C:5]([NH2:8])=[CH:6][CH:7]=1.[C:11](O)(=O)[CH2:12][CH3:13].Cl.